From a dataset of Full USPTO retrosynthesis dataset with 1.9M reactions from patents (1976-2016). Predict the reactants needed to synthesize the given product. Given the product [ClH:1].[Cl:1][C:2]1[CH:7]=[CH:6][C:5]([C:8]2[C:16]3[C:11](=[CH:12][C:13]([O:17][CH2:18][CH2:19][N:20]4[CH2:21][CH2:22][N:23]([S:26]([CH3:29])(=[O:28])=[O:27])[CH2:24][CH2:25]4)=[CH:14][CH:15]=3)[C:10](=[O:30])[C:9]=2[C:31]2[CH:36]=[N:35][CH:34]=[N:33][CH:32]=2)=[CH:4][CH:3]=1, predict the reactants needed to synthesize it. The reactants are: [Cl:1][C:2]1[CH:7]=[CH:6][C:5]([C:8]2[C:16]3[C:11](=[CH:12][C:13]([O:17][CH2:18][CH2:19][N:20]4[CH2:25][CH2:24][N:23]([S:26]([CH3:29])(=[O:28])=[O:27])[CH2:22][CH2:21]4)=[CH:14][CH:15]=3)[C:10](=[O:30])[C:9]=2[C:31]2[CH:32]=[N:33][CH:34]=[N:35][CH:36]=2)=[CH:4][CH:3]=1.O1CCN(CCOC2C=C3C(C(C4C=CC=CC=4)=C(C4C=NC=CC=4)C3=O)=CC=2)CC1.